Dataset: Full USPTO retrosynthesis dataset with 1.9M reactions from patents (1976-2016). Task: Predict the reactants needed to synthesize the given product. (1) Given the product [Cl:1][C:2]1[CH:9]=[C:8]([N:10]2[C:11](=[O:20])[C:12]([CH3:19])([CH3:18])[C@:13]([OH:17])([CH3:21])[C@H:14]2[CH2:15][CH3:16])[CH:7]=[CH:6][C:3]=1[C:4]#[N:5], predict the reactants needed to synthesize it. The reactants are: [Cl:1][C:2]1[CH:9]=[C:8]([N:10]2[CH:14]([CH2:15][CH3:16])[C:13](=[O:17])[C:12]([CH3:19])([CH3:18])[C:11]2=[O:20])[CH:7]=[CH:6][C:3]=1[C:4]#[N:5].[CH3:21][Mg]Br.C1COCC1. (2) Given the product [CH2:26]([O:28][C:29]1[CH:37]=[CH:36][C:32]([C:33]([NH:1][CH2:2][C@H:3]([NH:8][C:9]([C:11]2[C:12]([C:22]([F:25])([F:24])[F:23])=[N:13][N:14]([C:16]3[CH:21]=[CH:20][CH:19]=[CH:18][CH:17]=3)[CH:15]=2)=[O:10])[C:4]([O:6][CH3:7])=[O:5])=[O:34])=[CH:31][CH:30]=1)[CH3:27], predict the reactants needed to synthesize it. The reactants are: [NH2:1][CH2:2][C@H:3]([NH:8][C:9]([C:11]1[C:12]([C:22]([F:25])([F:24])[F:23])=[N:13][N:14]([C:16]2[CH:21]=[CH:20][CH:19]=[CH:18][CH:17]=2)[CH:15]=1)=[O:10])[C:4]([O:6][CH3:7])=[O:5].[CH2:26]([O:28][C:29]1[CH:37]=[CH:36][C:32]([C:33](O)=[O:34])=[CH:31][CH:30]=1)[CH3:27]. (3) Given the product [F:21][C:22]1[CH:23]=[C:24]([NH:25][C:2]2[N:3]=[CH:4][C:5]([C:13]([N:15]3[CH2:20][CH2:19][O:18][CH2:17][CH2:16]3)=[O:14])=[C:6]3[C:10]([CH3:11])=[CH:9][N:8]([CH3:12])[C:7]=23)[CH:26]=[CH:27][CH:28]=1, predict the reactants needed to synthesize it. The reactants are: Cl[C:2]1[N:3]=[CH:4][C:5]([C:13]([N:15]2[CH2:20][CH2:19][O:18][CH2:17][CH2:16]2)=[O:14])=[C:6]2[C:10]([CH3:11])=[CH:9][N:8]([CH3:12])[C:7]=12.[F:21][C:22]1[CH:23]=[C:24]([CH:26]=[CH:27][CH:28]=1)[NH2:25]. (4) Given the product [Cl:12][C:7]1[CH:8]=[CH:9][CH:10]=[C:11]2[C:6]=1[N:5]([CH2:27][C:28]1[CH:33]=[CH:32][C:31]([O:34][CH3:35])=[CH:30][CH:29]=1)[CH:4]=[C:3]([C:13]([OH:15])=[O:14])[C:2]2=[O:1], predict the reactants needed to synthesize it. The reactants are: [O:1]=[C:2]1[C:11]2[C:6](=[C:7]([Cl:12])[CH:8]=[CH:9][CH:10]=2)[NH:5][CH:4]=[C:3]1[C:13]([O:15]CC)=[O:14].[I-].[K+].C(=O)([O-])[O-].[Na+].[Na+].Cl[CH2:27][C:28]1[CH:33]=[CH:32][C:31]([O:34][CH3:35])=[CH:30][CH:29]=1. (5) Given the product [F:8][C:6]1[CH:7]=[C:2]([NH:10][C:9](=[O:16])[O:11][C:12]([CH3:15])([CH3:14])[CH3:13])[CH:3]=[N:4][CH:5]=1, predict the reactants needed to synthesize it. The reactants are: Br[C:2]1[CH:3]=[N:4][CH:5]=[C:6]([F:8])[CH:7]=1.[C:9](=[O:16])([O:11][C:12]([CH3:15])([CH3:14])[CH3:13])[NH2:10].C([O-])([O-])=O.[Cs+].[Cs+]. (6) The reactants are: [CH2:1]1[C:9]2[C:4](=[CH:5][CH:6]=[CH:7][CH:8]=2)[CH2:3][N:2]1[S:10]([C:13]1[CH:20]=[CH:19][C:16]([CH:17]=O)=[CH:15][CH:14]=1)(=[O:12])=[O:11].[NH2:21][CH2:22][C:23]1[CH:28]=[CH:27][CH:26]=[CH:25][N:24]=1.[BH4-].[Na+].C(=O)(O)[O-].[Na+]. Given the product [CH2:1]1[C:9]2[C:4](=[CH:5][CH:6]=[CH:7][CH:8]=2)[CH2:3][N:2]1[S:10]([C:13]1[CH:20]=[CH:19][C:16]([CH2:17][NH:21][CH2:22][C:23]2[CH:28]=[CH:27][CH:26]=[CH:25][N:24]=2)=[CH:15][CH:14]=1)(=[O:12])=[O:11], predict the reactants needed to synthesize it.